Dataset: Full USPTO retrosynthesis dataset with 1.9M reactions from patents (1976-2016). Task: Predict the reactants needed to synthesize the given product. (1) Given the product [F:1][C:2]1[CH:7]=[CH:6][C:5]([C:8]2[NH:43][C:33]3[C:34]([C:9]=2[CH2:10][CH2:11][CH2:12][N:13]2[CH2:18][CH2:17][CH:16]([C:19]4[CH:20]=[C:21]([NH:25][C:26](=[O:30])[CH:27]([CH3:29])[CH3:28])[CH:22]=[CH:23][CH:24]=4)[CH2:15][CH2:14]2)=[CH:35][CH:36]=[C:37]2[CH:38]=[CH:39][CH:40]=[CH:41][C:42]=32)=[CH:4][CH:3]=1, predict the reactants needed to synthesize it. The reactants are: [F:1][C:2]1[CH:7]=[CH:6][C:5]([C:8](=O)[CH2:9][CH2:10][CH2:11][CH2:12][N:13]2[CH2:18][CH2:17][CH:16]([C:19]3[CH:20]=[C:21]([NH:25][C:26](=[O:30])[CH:27]([CH3:29])[CH3:28])[CH:22]=[CH:23][CH:24]=3)[CH2:15][CH2:14]2)=[CH:4][CH:3]=1.Cl.[C:33]1([NH:43]N)[C:42]2[C:37](=[CH:38][CH:39]=[CH:40][CH:41]=2)[CH:36]=[CH:35][CH:34]=1. (2) Given the product [CH3:22][C:23]1[N:31]=[CH:30][CH:29]=[CH:28][C:24]=1[C:25]([NH:1][C:2]1[CH:3]=[C:4]2[C:20](=[O:21])[NH:19][N:18]=[CH:17][C:6]3=[C:7]([C:11]4[CH:12]=[CH:13][CH:14]=[CH:15][CH:16]=4)[NH:8][C:9]([CH:10]=1)=[C:5]23)=[O:26], predict the reactants needed to synthesize it. The reactants are: [NH2:1][C:2]1[CH:3]=[C:4]2[C:20](=[O:21])[NH:19][N:18]=[CH:17][C:6]3=[C:7]([C:11]4[CH:16]=[CH:15][CH:14]=[CH:13][CH:12]=4)[NH:8][C:9]([CH:10]=1)=[C:5]23.[CH3:22][C:23]1[N:31]=[CH:30][CH:29]=[CH:28][C:24]=1[C:25](O)=[O:26].C(N(CC)CC)C.F[P-](F)(F)(F)(F)F.N1(OC(N(C)C)=[N+](C)C)C2N=CC=CC=2N=N1. (3) Given the product [CH3:1][O:2][C:3]1[CH:22]=[C:21]([O:23][CH3:24])[CH:20]=[CH:19][C:4]=1[CH2:5][N:6]1[C:11](=[O:12])[C:10]2[CH:13]=[C:14]([CH2:16][CH3:17])[S:15][C:9]=2[N:8]([CH2:26][C:27]2[CH:28]=[CH:29][C:30]([C:33]3[C:34]([C:39]#[N:40])=[CH:35][CH:36]=[CH:37][CH:38]=3)=[CH:31][CH:32]=2)[C:7]1=[O:18], predict the reactants needed to synthesize it. The reactants are: [CH3:1][O:2][C:3]1[CH:22]=[C:21]([O:23][CH3:24])[CH:20]=[CH:19][C:4]=1[CH2:5][N:6]1[C:11](=[O:12])[C:10]2[CH:13]=[C:14]([CH2:16][CH3:17])[S:15][C:9]=2[NH:8][C:7]1=[O:18].Br[CH2:26][C:27]1[CH:32]=[CH:31][C:30]([C:33]2[C:34]([C:39]#[N:40])=[CH:35][CH:36]=[CH:37][CH:38]=2)=[CH:29][CH:28]=1.C(=O)([O-])[O-].[K+].[K+]. (4) Given the product [NH2:1][C:2]1[C:11]2[CH:10]=[CH:9][CH:8]=[C:7]([C:27]3[C:22]([O:21][CH3:20])=[N:23][C:24]([O:31][CH3:32])=[CH:25][CH:26]=3)[C:6]=2[N:5]=[C:4]2[CH2:13][N:14]([CH2:17][CH2:18][CH3:19])[C:15](=[O:16])[C:3]=12, predict the reactants needed to synthesize it. The reactants are: [NH2:1][C:2]1[C:11]2[CH:10]=[CH:9][CH:8]=[C:7](Br)[C:6]=2[N:5]=[C:4]2[CH2:13][N:14]([CH2:17][CH2:18][CH3:19])[C:15](=[O:16])[C:3]=12.[CH3:20][O:21][C:22]1[C:27](B(O)O)=[CH:26][CH:25]=[C:24]([O:31][CH3:32])[N:23]=1. (5) The reactants are: [Cl:1][C:2]1[CH:10]=[CH:9][C:8]2[NH:7][C:6]3[CH2:11][CH2:12][N:13]([CH3:15])[CH2:14][C:5]=3[C:4]=2[CH:3]=1.N1CCC[C@H]1C(O)=O.P([O-])([O-])([O-])=O.[K+].[K+].[K+].Br[CH:33]=[C:34]([C:36]1[CH:41]=[CH:40][CH:39]=[C:38]([F:42])[CH:37]=1)[CH3:35]. Given the product [Cl:1][C:2]1[CH:10]=[CH:9][C:8]2[N:7](/[CH:33]=[C:34](\[C:36]3[CH:41]=[CH:40][CH:39]=[C:38]([F:42])[CH:37]=3)/[CH3:35])[C:6]3[CH2:11][CH2:12][N:13]([CH3:15])[CH2:14][C:5]=3[C:4]=2[CH:3]=1, predict the reactants needed to synthesize it. (6) The reactants are: [F:1][C:2]1[CH:3]=[CH:4][C:5]([CH2:8][CH2:9][C:10]2[CH:15]=[CH:14][N:13]([C:16]3[CH:21]=[CH:20][C:19]4[C:22]5[CH2:27][CH2:26][N:25](C(OC(C)(C)C)=O)[CH2:24][C:23]=5[S:35][C:18]=4[CH:17]=3)[C:12](=[O:36])[CH:11]=2)=[N:6][CH:7]=1.[ClH:37]. Given the product [ClH:37].[F:1][C:2]1[CH:3]=[CH:4][C:5]([CH2:8][CH2:9][C:10]2[CH:15]=[CH:14][N:13]([C:16]3[CH:21]=[CH:20][C:19]4[C:22]5[CH2:27][CH2:26][NH:25][CH2:24][C:23]=5[S:35][C:18]=4[CH:17]=3)[C:12](=[O:36])[CH:11]=2)=[N:6][CH:7]=1, predict the reactants needed to synthesize it.